Dataset: Full USPTO retrosynthesis dataset with 1.9M reactions from patents (1976-2016). Task: Predict the reactants needed to synthesize the given product. Given the product [C:11]1([CH3:21])[CH:16]=[CH:15][C:14]([S:17]([NH:4][C:3]2[C:5]([CH3:10])=[CH:6][C:7]([CH3:9])=[CH:8][C:2]=2[CH3:1])(=[O:19])=[O:18])=[CH:13][CH:12]=1, predict the reactants needed to synthesize it. The reactants are: [CH3:1][C:2]1[CH:8]=[C:7]([CH3:9])[CH:6]=[C:5]([CH3:10])[C:3]=1[NH2:4].[C:11]1([CH3:21])[CH:16]=[CH:15][C:14]([S:17](Cl)(=[O:19])=[O:18])=[CH:13][CH:12]=1.Cl.